Dataset: Reaction yield outcomes from USPTO patents with 853,638 reactions. Task: Predict the reaction yield, written as a fraction of the theoretical maximum amount of product (1.0 means a 100% yield; for example, 0.34 means a 34% yield). The reactants are [CH2:1]([O:3][C:4](=[O:20])[CH:5]([C:11]1[CH:16]=[CH:15][N:14]=[C:13]2[CH:17]=[CH:18][S:19][C:12]=12)C(OCC)=O)[CH3:2].O.[Cl-].[Li+]. The catalyst is CS(C)=O. The product is [CH2:1]([O:3][C:4](=[O:20])[CH2:5][C:11]1[CH:16]=[CH:15][N:14]=[C:13]2[CH:17]=[CH:18][S:19][C:12]=12)[CH3:2]. The yield is 0.540.